This data is from Full USPTO retrosynthesis dataset with 1.9M reactions from patents (1976-2016). The task is: Predict the reactants needed to synthesize the given product. (1) Given the product [F:41][C:37]1[CH:38]=[C:39]2[C:34](=[CH:35][CH:36]=1)[CH:33]=[N:32][C:31]([NH:30][C:29](=[O:42])[O:28][CH2:27][C@@H:9]([N:7]([CH3:8])[C:6]([NH:5][CH2:4][C:3]1[CH:44]=[CH:45][CH:46]=[C:47]([F:48])[C:2]=1[Cl:1])=[O:43])[CH2:10][CH2:11][C:12](=[O:13])[N:14]1[CH2:19][CH2:18][NH:17][CH2:16][CH2:15]1)=[CH:40]2, predict the reactants needed to synthesize it. The reactants are: [Cl:1][C:2]1[C:47]([F:48])=[CH:46][CH:45]=[CH:44][C:3]=1[CH2:4][NH:5][C:6](=[O:43])[N:7]([C@H:9]([CH2:27][O:28][C:29](=[O:42])[NH:30][C:31]1[N:32]=[CH:33][C:34]2[C:39]([CH:40]=1)=[CH:38][C:37]([F:41])=[CH:36][CH:35]=2)[CH2:10][CH2:11][C:12]([N:14]1[CH2:19][CH2:18][N:17](C(OC(C)(C)C)=O)[CH2:16][CH2:15]1)=[O:13])[CH3:8].Cl. (2) Given the product [CH3:1][N:2]1[CH2:7][CH2:6][N:5]([C:8]([O:10][C@@H:11]2[N:20]([C:21]3[CH:22]=[CH:23][C:24]([Cl:27])=[CH:25][N:26]=3)[C:18](=[O:19])[C:13]3[N:14]=[CH:15][CH:16]=[N:17][C:12]2=3)=[O:9])[CH2:4][CH2:3]1, predict the reactants needed to synthesize it. The reactants are: [CH3:1][N:2]1[CH2:7][CH2:6][N:5]([C:8]([O:10][CH:11]2[N:20]([C:21]3[CH:22]=[CH:23][C:24]([Cl:27])=[CH:25][N:26]=3)[C:18](=[O:19])[C:13]3[N:14]=[CH:15][CH:16]=[N:17][C:12]2=3)=[O:9])[CH2:4][CH2:3]1.C(C(O)=O)[C@@H](O)C(O)=O. (3) Given the product [Cl:1][C:2]1[CH:7]=[CH:6][C:5]([S:8]([CH2:11][CH2:12][C:13]([Cl:19])=[O:15])(=[O:10])=[O:9])=[CH:4][CH:3]=1, predict the reactants needed to synthesize it. The reactants are: [Cl:1][C:2]1[CH:7]=[CH:6][C:5]([S:8]([CH2:11][CH2:12][C:13]([OH:15])=O)(=[O:10])=[O:9])=[CH:4][CH:3]=1.C(Cl)(=O)C([Cl:19])=O.CN(C=O)C. (4) Given the product [N:5]1[CH:6]=[CH:7][C:2]([NH:1][C:25]([C:24]2[CH:23]=[N:22][N:19]3[CH:20]=[CH:21][C:16]([C:11]4[CH:12]=[CH:13][CH:14]=[CH:15][C:10]=4[C:9]([F:29])([F:8])[F:28])=[N:17][C:18]=23)=[O:26])=[CH:3][CH:4]=1, predict the reactants needed to synthesize it. The reactants are: [NH2:1][C:2]1[CH:7]=[CH:6][N:5]=[CH:4][CH:3]=1.[F:8][C:9]([F:29])([F:28])[C:10]1[CH:15]=[CH:14][CH:13]=[CH:12][C:11]=1[C:16]1[CH:21]=[CH:20][N:19]2[N:22]=[CH:23][C:24]([C:25](O)=[O:26])=[C:18]2[N:17]=1.N1C=CC=CC=1.CN(C(ON1N=NC2C=CC=NC1=2)=[N+](C)C)C.F[P-](F)(F)(F)(F)F. (5) Given the product [CH:1]1([C:4]2[CH:5]=[CH:6][C:7]([C@@H:10]3[CH2:12][C@H:11]3[NH:13][CH2:14][CH:15]3[CH2:20][CH2:19][N:18]([CH2:21][C:22]4[CH:23]=[CH:24][C:25]([C:26]([OH:28])=[O:27])=[CH:30][CH:31]=4)[CH2:17][CH2:16]3)=[CH:8][CH:9]=2)[CH2:3][CH2:2]1, predict the reactants needed to synthesize it. The reactants are: [CH:1]1([C:4]2[CH:9]=[CH:8][C:7]([C@@H:10]3[CH2:12][C@H:11]3[NH:13][CH2:14][CH:15]3[CH2:20][CH2:19][N:18]([CH2:21][C:22]4[CH:31]=[CH:30][C:25]([C:26]([O:28]C)=[O:27])=[CH:24][CH:23]=4)[CH2:17][CH2:16]3)=[CH:6][CH:5]=2)[CH2:3][CH2:2]1.[OH-].[Na+]. (6) Given the product [CH2:1]([O:8][C:9]1[C:14]([C:15]2[CH:20]=[CH:19][CH:18]=[CH:17][CH:16]=2)=[CH:13][CH:12]=[CH:11][C:10]=1[C:21]1[CH:26]=[CH:25][CH:24]=[C:23]([C:27]([C:30]2[CH:35]=[CH:34][CH:33]=[CH:32][C:31]=2[O:36][CH3:37])=[CH2:28])[CH:22]=1)[C:2]1[CH:3]=[CH:4][CH:5]=[CH:6][CH:7]=1, predict the reactants needed to synthesize it. The reactants are: [CH2:1]([O:8][C:9]1[C:14]([C:15]2[CH:20]=[CH:19][CH:18]=[CH:17][CH:16]=2)=[CH:13][CH:12]=[CH:11][C:10]=1[C:21]1[CH:26]=[CH:25][CH:24]=[C:23]([C:27]([C:30]2[CH:35]=[CH:34][CH:33]=[CH:32][C:31]=2[O:36][CH3:37])(O)[CH3:28])[CH:22]=1)[C:2]1[CH:7]=[CH:6][CH:5]=[CH:4][CH:3]=1.C1(C)C=CC(S(O)(=O)=O)=CC=1. (7) Given the product [F:28][C:29]1[CH:54]=[CH:53][CH:52]=[CH:51][C:30]=1[CH2:31][O:32][C:33]1[CH:34]=[C:35]([C:45]2[NH:49][N:48]=[C:47]([O:50][CH3:1])[CH:46]=2)[CH:36]=[C:37]([O:39][C@@H:40]([CH3:44])[CH2:41][O:42][CH3:43])[CH:38]=1, predict the reactants needed to synthesize it. The reactants are: [CH2:1](OC1C=CC(OC(C)COC)=C(C2NN=C(OC)C=2)C=1)C1C=CC=CC=1.[F:28][C:29]1[CH:54]=[CH:53][CH:52]=[CH:51][C:30]=1[CH2:31][O:32][C:33]1[CH:34]=[C:35]([C:45]2[NH:49][N:48]=[C:47]([OH:50])[CH:46]=2)[CH:36]=[C:37]([O:39][C@@H:40]([CH3:44])[CH2:41][O:42][CH3:43])[CH:38]=1. (8) Given the product [Si:15]([O:22][C@H:23]([CH2:24][CH:25]([C:2]1[CH:7]=[C:6]([F:8])[CH:5]=[CH:4][C:3]=1[F:9])[OH:35])[CH2:27][NH:26][C:28](=[O:29])[O:30][C:31]([CH3:33])([CH3:32])[CH3:34])([C:18]([CH3:21])([CH3:20])[CH3:19])([CH3:17])[CH3:16], predict the reactants needed to synthesize it. The reactants are: Br[C:2]1[CH:7]=[C:6]([F:8])[CH:5]=[CH:4][C:3]=1[F:9].C([Mg]Cl)(C)C.[Si:15]([O:22][C@H:23]1[CH2:27][N:26]([C:28]([O:30][C:31]([CH3:34])([CH3:33])[CH3:32])=[O:29])[C:25](=[O:35])[CH2:24]1)([C:18]([CH3:21])([CH3:20])[CH3:19])([CH3:17])[CH3:16].[BH4-].[Na+]. (9) Given the product [OH:22][CH2:21][C:20]([NH:19][C:16]([C:8]1[CH:7]=[CH:6][C:5]([NH:4][CH:1]2[CH2:2][CH2:3]2)=[C:10]([O:11][CH2:12][CH:13]2[CH2:14][CH2:15]2)[N:9]=1)=[O:18])([CH3:24])[CH3:23], predict the reactants needed to synthesize it. The reactants are: [CH:1]1([NH:4][C:5]2[CH:6]=[CH:7][C:8]([C:16]([OH:18])=O)=[N:9][C:10]=2[O:11][CH2:12][CH:13]2[CH2:15][CH2:14]2)[CH2:3][CH2:2]1.[NH2:19][C:20]([CH3:24])([CH3:23])[CH2:21][OH:22].